Task: Predict the product of the given reaction.. Dataset: Forward reaction prediction with 1.9M reactions from USPTO patents (1976-2016) (1) Given the reactants [CH3:1][O:2][C:3](=[O:20])[C@@H:4](OS(C)(=O)=O)[CH2:5][CH2:6][O:7][Si:8]([C:11]([CH3:14])([CH3:13])[CH3:12])([CH3:10])[CH3:9].[I-:21].[Na+], predict the reaction product. The product is: [CH3:1][O:2][C:3](=[O:20])[CH:4]([I:21])[CH2:5][CH2:6][O:7][Si:8]([C:11]([CH3:14])([CH3:13])[CH3:12])([CH3:10])[CH3:9]. (2) Given the reactants CC(OC([N:8]1[C@@H:12]2[CH2:13][C:14]([CH2:16][C@H:9]1[CH2:10][CH2:11]2)=[O:15])=O)(C)C.Cl.O1CCOCC1, predict the reaction product. The product is: [CH:9]12[NH:8][CH:12]([CH2:11][CH2:10]1)[CH2:13][C:14](=[O:15])[CH2:16]2. (3) Given the reactants [CH2:1]([N:3]1[C:8]2=[CH:9][C:10]3[CH2:16][CH2:15][N:14]([C:17]([O:19][C:20]([CH3:23])([CH3:22])[CH3:21])=[O:18])[CH2:13][CH2:12][C:11]=3[CH:24]=[C:7]2[O:6][CH2:5][CH2:4]1)[CH3:2].C(=O)([O-])O.[Na+].[Br:30]Br.S([O-])([O-])(=O)=S.[Na+].[Na+], predict the reaction product. The product is: [Br:30][C:9]1[C:10]2[CH2:16][CH2:15][N:14]([C:17]([O:19][C:20]([CH3:23])([CH3:22])[CH3:21])=[O:18])[CH2:13][CH2:12][C:11]=2[CH:24]=[C:7]2[O:6][CH2:5][CH2:4][N:3]([CH2:1][CH3:2])[C:8]=12. (4) Given the reactants [CH2:1]([O:8][C:9]1[CH:10]=[C:11]([CH2:37][CH2:38][C:39]([O:41]CC)=[O:40])[CH:12]=[CH:13][C:14]=1[O:15][CH2:16][CH2:17][CH2:18][C:19]1[C:20]([O:34][CH2:35][CH3:36])=[N:21][N:22]([C:24]2[CH:29]=[CH:28][C:27]([C:30]([F:33])([F:32])[F:31])=[CH:26][N:25]=2)[CH:23]=1)[C:2]1[CH:7]=[CH:6][CH:5]=[CH:4][CH:3]=1.[OH-].[Na+].O1CCCC1.Cl, predict the reaction product. The product is: [CH2:1]([O:8][C:9]1[CH:10]=[C:11]([CH2:37][CH2:38][C:39]([OH:41])=[O:40])[CH:12]=[CH:13][C:14]=1[O:15][CH2:16][CH2:17][CH2:18][C:19]1[C:20]([O:34][CH2:35][CH3:36])=[N:21][N:22]([C:24]2[CH:29]=[CH:28][C:27]([C:30]([F:33])([F:32])[F:31])=[CH:26][N:25]=2)[CH:23]=1)[C:2]1[CH:3]=[CH:4][CH:5]=[CH:6][CH:7]=1. (5) Given the reactants [Cl:1][CH:2]1[CH:13]([CH3:14])[CH:12]2[CH:4]([C@@:5]3([CH:42]=[O:43])[CH2:26][C@H:9]4[C@@:10]([CH2:15]OCC5C=CC(OC)=CC=5)([CH2:11]2)[C@:6]3([C:30]([O:32]CC2C=CC(OC)=CC=2)=[O:31])[C:7]([CH:27]([CH3:29])[CH3:28])=[CH:8]4)[CH2:3]1.[CH3:44][OH:45], predict the reaction product. The product is: [OH:45][CH2:44][CH2:15][C@@:10]12[C@@H:9]3[CH2:26][C@@:5]([CH:42]=[O:43])([C@:6]1([C:30]([OH:32])=[O:31])[C:7]([CH:27]([CH3:29])[CH3:28])=[CH:8]3)[CH:4]1[CH:12]([CH:13]([CH3:14])[CH:2]([Cl:1])[CH2:3]1)[CH2:11]2.